Predict which catalyst facilitates the given reaction. From a dataset of Catalyst prediction with 721,799 reactions and 888 catalyst types from USPTO. (1) Reactant: C([O:3][C:4](=[O:36])[C:5](=[CH:9][C:10]1[CH:15]=[CH:14][C:13]([O:16][C:17]2[C:26]3[C:21](=[CH:22][C:23]([O:27][CH3:28])=[CH:24][CH:25]=3)[CH:20]=[C:19]([CH3:29])[C:18]=2[C:30]2[CH:35]=[CH:34][CH:33]=[CH:32][CH:31]=2)=[CH:12][CH:11]=1)[CH:6]([CH3:8])[CH3:7])C.[OH-].[Na+].CCO. Product: [CH3:13][O:16][C:17]1[CH:26]=[C:21]([CH2:22][CH:23]([OH:27])[CH3:24])[CH:20]=[CH:19][CH:18]=1.[CH3:28][O:27][C:23]1[CH:22]=[C:21]2[C:26](=[CH:25][CH:24]=1)[C:17]([O:16][C:13]1[CH:12]=[CH:11][C:10]([CH:9]=[C:5]([CH:6]([CH3:8])[CH3:7])[C:4]([OH:36])=[O:3])=[CH:15][CH:14]=1)=[C:18]([C:30]1[CH:31]=[CH:32][CH:33]=[CH:34][CH:35]=1)[C:19]([CH3:29])=[CH:20]2. The catalyst class is: 1. (2) Reactant: Cl[CH2:2][C:3]1[CH:13]=[CH:12][C:6]2[N:7]=[C:8]([S:10][CH3:11])[S:9][C:5]=2[CH:4]=1.[NH:14]1[CH:18]=[C:17]([C:19]([O:21][CH3:22])=[O:20])[N:16]=[CH:15]1.C([O-])([O-])=O.[K+].[K+]. Product: [CH3:11][S:10][C:8]1[S:9][C:5]2[CH:4]=[C:3]([CH2:2][N:14]3[CH:18]=[C:17]([C:19]([O:21][CH3:22])=[O:20])[N:16]=[CH:15]3)[CH:13]=[CH:12][C:6]=2[N:7]=1. The catalyst class is: 3. (3) Product: [OH:1][C:2]1[C:11]2[C:6](=[CH:7][CH:8]=[CH:9][C:10]=2[C:12]([F:14])([F:15])[F:13])[C:5]([CH3:17])([CH3:16])[C:4](=[O:18])[C:3]=1[C:19]([NH:21][CH2:22][C:23]([OH:25])=[O:24])=[O:20]. The catalyst class is: 67. Reactant: [OH:1][C:2]1[C:11]2[C:6](=[CH:7][CH:8]=[CH:9][C:10]=2[C:12]([F:15])([F:14])[F:13])[C:5]([CH3:17])([CH3:16])[C:4](=[O:18])[C:3]=1[C:19]([NH:21][CH2:22][C:23]([O:25]C(C)(C)C)=[O:24])=[O:20].